From a dataset of Reaction yield outcomes from USPTO patents with 853,638 reactions. Predict the reaction yield, written as a fraction of the theoretical maximum amount of product (1.0 means a 100% yield; for example, 0.34 means a 34% yield). (1) The reactants are [F:1][C:2]1[CH:28]=[CH:27][C:5]([CH2:6][N:7]2[C:19](=[O:20])[C:18]3[C:17]([O:21][CH2:22][O:23][CH3:24])=[C:16]4[C:11]([CH:12]=[CH:13][CH:14]=[N:15]4)=[C:10]([OH:25])[C:9]=3[C:8]2=[O:26])=[CH:4][CH:3]=1.C(N(CC)C(C)C)(C)C.[F:38][C:39]([F:52])([F:51])[S:40](O[S:40]([C:39]([F:52])([F:51])[F:38])(=[O:42])=[O:41])(=[O:42])=[O:41]. The catalyst is ClCCl. The product is [F:1][C:2]1[CH:3]=[CH:4][C:5]([CH2:6][N:7]2[C:19](=[O:20])[C:18]3[C:17]([O:21][CH2:22][O:23][CH3:24])=[C:16]4[C:11]([CH:12]=[CH:13][CH:14]=[N:15]4)=[C:10]([O:25][S:40]([C:39]([F:52])([F:51])[F:38])(=[O:42])=[O:41])[C:9]=3[C:8]2=[O:26])=[CH:27][CH:28]=1. The yield is 0.330. (2) The reactants are C(NC(C)C)(C)C.C(=O)=O.[CH2:11]([OH:14])[CH2:12]O.[Li]CCCC.C1C=CC(N([S:27]([C:30]([F:33])([F:32])[F:31])(=[O:29])=[O:28])[S:27]([C:30]([F:33])([F:32])[F:31])(=[O:29])=[O:28])=CC=1. The catalyst is C1COCC1.C(OCC)(=O)C. The product is [O:14]([CH:11]=[CH2:12])[S:27]([C:30]([F:33])([F:32])[F:31])(=[O:29])=[O:28]. The yield is 0.870. (3) The reactants are C(OC1C=CC2SC([NH:12][C:13]([C:15]3[O:16][C:17]4[C:22]([C:23](=[O:25])[CH:24]=3)=[CH:21][CH:20]=[CH:19][C:18]=4[N:26]3[CH2:31][CH2:30][N:29]([CH3:32])[CH2:28][CH2:27]3)=[O:14])=NC=2C=1)C.N[C:35]1[CH:40]=[CH:39][C:38]([N:41]2[CH2:46][CH2:45][N:44]([C:47](=[O:50])[CH2:48][CH3:49])[CH2:43][CH2:42]2)=[CH:37][CH:36]=1.[O:51]1CCN(C2C=CC(N)=CC=2)[CH2:53][CH2:52]1. No catalyst specified. The product is [C:47]([N:44]1[CH2:45][CH2:46][N:41]([C:38]2[CH:39]=[CH:40][C:35]([NH:12][C:13]([C:15]3[O:16][C:17]4[C:22]([C:23](=[O:25])[CH:24]=3)=[CH:21][C:20]([O:51][CH2:52][CH3:53])=[CH:19][C:18]=4[N:26]3[CH2:27][CH2:28][N:29]([CH3:32])[CH2:30][CH2:31]3)=[O:14])=[CH:36][CH:37]=2)[CH2:42][CH2:43]1)(=[O:50])[CH2:48][CH3:49]. The yield is 0.120. (4) The reactants are [NH2:1][C:2]1[CH:3]=[C:4]([CH:8]2[N:13]3[N:14]=[C:15]([C:20]4[CH:25]=[CH:24][C:23]([O:26][C:27]5[CH:32]=[CH:31][CH:30]=[CH:29][CH:28]=5)=[CH:22][CH:21]=4)[C:16]([C:17]([NH2:19])=[O:18])=[C:12]3[NH:11][CH2:10][CH2:9]2)[CH:5]=[CH:6][CH:7]=1.N1C=CC=CC=1.[C:39](Cl)(=[O:42])[CH:40]=[CH2:41]. The catalyst is C(Cl)Cl. The product is [C:39]([NH:1][C:2]1[CH:3]=[C:4]([CH:8]2[N:13]3[N:14]=[C:15]([C:20]4[CH:25]=[CH:24][C:23]([O:26][C:27]5[CH:28]=[CH:29][CH:30]=[CH:31][CH:32]=5)=[CH:22][CH:21]=4)[C:16]([C:17]([NH2:19])=[O:18])=[C:12]3[NH:11][CH2:10][CH2:9]2)[CH:5]=[CH:6][CH:7]=1)(=[O:42])[CH:40]=[CH2:41]. The yield is 0.0538. (5) The reactants are [CH3:1][O:2][C:3]([C:5]1[C:18]2[C:17](=[O:19])[C:16]3[C:11](=[CH:12][CH:13]=[C:14]([CH3:20])[CH:15]=3)[O:10][C:9]=2[CH:8]=[CH:7][CH:6]=1)=[O:4].[Br:21]N1C(=O)CCC1=O. The catalyst is C(Cl)(Cl)(Cl)Cl.C(OOC(=O)C1C=CC=CC=1)(=O)C1C=CC=CC=1. The product is [CH3:1][O:2][C:3]([C:5]1[C:18]2[C:17](=[O:19])[C:16]3[C:11](=[CH:12][CH:13]=[C:14]([CH2:20][Br:21])[CH:15]=3)[O:10][C:9]=2[CH:8]=[CH:7][CH:6]=1)=[O:4]. The yield is 0.450.